Dataset: Peptide-MHC class II binding affinity with 134,281 pairs from IEDB. Task: Regression. Given a peptide amino acid sequence and an MHC pseudo amino acid sequence, predict their binding affinity value. This is MHC class II binding data. (1) The peptide sequence is KEPGVSGPMGPRGPPGK. The MHC is HLA-DQA10302-DQB10401 with pseudo-sequence HLA-DQA10303-DQB10402. The binding affinity (normalized) is 0. (2) The peptide sequence is IRPRKTHESHLVRSW. The MHC is DRB1_1301 with pseudo-sequence DRB1_1301. The binding affinity (normalized) is 0.936. (3) The peptide sequence is WGAIWRIDTPDKLTG. The MHC is HLA-DQA10102-DQB10602 with pseudo-sequence HLA-DQA10102-DQB10602. The binding affinity (normalized) is 0.124.